Dataset: Drug-target binding data from BindingDB using IC50 measurements. Task: Regression. Given a target protein amino acid sequence and a drug SMILES string, predict the binding affinity score between them. We predict pIC50 (pIC50 = -log10(IC50 in M); higher means more potent). Dataset: bindingdb_ic50. (1) The small molecule is Cc1noc(CCCc2ccc3[nH]cc(CCN)c3c2)n1. The target protein (P79400) has sequence AMTDLLVSILVMPISIPYTITQTWSFGQLLCDIWLSSDITCCTASILHLCVIALDRYWAITDALEYSKRRTAGHAAAMIAIVWAISICISIPPLFWRQARAHEEISDCLVNTSQISYTIYSTCGAFYIPSLLLIILYGRIYRAARNRILNPPSLYGKRFTTAHLITGSAGSSLCSLNPSLHEGHSHSAGSPLFFNHVKIKLADSVLERKRISAARERKATKTLGIILGAFIICWLPFFVASLVLPICRDSCWIHPALFDFFTWLGYLNSLINPIIYTVFNEEFRQAFQKVV. The pIC50 is 8.3. (2) The small molecule is O=C(c1cc([C@H]2CCCN2c2cc(F)cc(F)c2)c2oc(N3CCOCC3)cc(=O)c2c1)N1CCOCC1. The target protein (P48426) has sequence MATPGNLGSSVLASKTKTKKKHFVAQKVKLFRASDPLLSVLMWGVNHSINELSHVQIPVMLMPDDFKAYSKIKVDNHLFNKENMPSHFKFKEYCPMVFRNLRERFGIDDQDFQNSLTRSAPLPNDSQARSGARFHTSYDKRYIIKTITSEDVAEMHNILKKYHQYIVECHGITLLPQFLGMYRLNVDGVEIYVIVTRNVFSHRLSVYRKYDLKGSTVAREASDKEKAKELPTLKDNDFINEGQKIYIDDNNKKVFLEKLKKDVEFLAQLKLMDYSLLVGIHDVERAEQEEVECEENDGEEEGESDGTHPVGTPPDSPGNTLNSSPPLAPGEFDPNIDVYGIKCHENSPRKEVYFMAIIDILTHYDAKKKAAHAAKTVKHGAGAEISTVNPEQYSKRFLDFIGHILT. The pIC50 is 4.3.